This data is from Reaction yield outcomes from USPTO patents with 853,638 reactions. The task is: Predict the reaction yield, written as a fraction of the theoretical maximum amount of product (1.0 means a 100% yield; for example, 0.34 means a 34% yield). (1) The reactants are [C:1]([C:3]1[C:4]([NH:26][CH2:27][CH2:28][CH2:29][N:30]2[CH2:35][CH2:34][O:33][CH2:32][CH2:31]2)=[N:5][S:6][C:7]=1[C:8]1[CH:13]=[CH:12][C:11]([NH:14][C:15]([NH:17][C:18]2[CH:23]=[C:22]([CH3:24])[CH:21]=[CH:20][C:19]=2[F:25])=[O:16])=[CH:10][CH:9]=1)#[N:2].C([O-])([O-])=[O:37].[K+].[K+]. The catalyst is CS(C)=O.OO.[Cl-].[Na+].O. The product is [F:25][C:19]1[CH:20]=[CH:21][C:22]([CH3:24])=[CH:23][C:18]=1[NH:17][C:15]([NH:14][C:11]1[CH:12]=[CH:13][C:8]([C:7]2[S:6][N:5]=[C:4]([NH:26][CH2:27][CH2:28][CH2:29][N:30]3[CH2:31][CH2:32][O:33][CH2:34][CH2:35]3)[C:3]=2[C:1]([NH2:2])=[O:37])=[CH:9][CH:10]=1)=[O:16]. The yield is 0.850. (2) The reactants are [F:1][C:2]([F:38])([C:31]1[CH:36]=[CH:35][C:34]([CH3:37])=[CH:33][N:32]=1)[CH2:3][N:4]1[CH2:9][CH2:8][CH:7]([N:10]([CH3:30])[C:11]2[C:12]3[CH:19]=[CH:18][N:17](S(C4C=CC(C)=CC=4)(=O)=O)[C:13]=3[N:14]=[CH:15][N:16]=2)[CH2:6][CH2:5]1.[OH-].[Na+]. The catalyst is C1COCC1. The product is [F:38][C:2]([F:1])([C:31]1[CH:36]=[CH:35][C:34]([CH3:37])=[CH:33][N:32]=1)[CH2:3][N:4]1[CH2:9][CH2:8][CH:7]([N:10]([CH3:30])[C:11]2[C:12]3[CH:19]=[CH:18][NH:17][C:13]=3[N:14]=[CH:15][N:16]=2)[CH2:6][CH2:5]1. The yield is 0.680.